This data is from Full USPTO retrosynthesis dataset with 1.9M reactions from patents (1976-2016). The task is: Predict the reactants needed to synthesize the given product. Given the product [C:1]([O:5][C:6](=[O:18])[NH:7][CH2:8][C:9]1[CH:14]=[C:13]([CH:28]=[CH2:29])[CH:12]=[C:11]([Cl:16])[C:10]=1[F:17])([CH3:4])([CH3:3])[CH3:2], predict the reactants needed to synthesize it. The reactants are: [C:1]([O:5][C:6](=[O:18])[NH:7][CH2:8][C:9]1[CH:14]=[C:13](Br)[CH:12]=[C:11]([Cl:16])[C:10]=1[F:17])([CH3:4])([CH3:3])[CH3:2].O.C([O-])([O-])=O.[K+].[K+].CO[CH2:28][CH2:29]OC.